From a dataset of Reaction yield outcomes from USPTO patents with 853,638 reactions. Predict the reaction yield, written as a fraction of the theoretical maximum amount of product (1.0 means a 100% yield; for example, 0.34 means a 34% yield). (1) The reactants are [NH2:1][C:2]1[CH:9]=[C:8]([Cl:10])[C:7]([F:11])=[CH:6][C:3]=1[CH:4]=O.N[C:13]([NH2:15])=O.P(Cl)(Cl)([Cl:18])=O. The catalyst is CCOC(C)=O.O. The product is [Cl:18][C:13]1[N:15]=[CH:4][C:3]2[C:2](=[CH:9][C:8]([Cl:10])=[C:7]([F:11])[CH:6]=2)[N:1]=1. The yield is 0.120. (2) The reactants are [NH:1]1[C:11]2[C:6](=[CH:7][CH:8]=[CH:9][CH:10]=2)[C:4](=O)[C:2]1=[O:3].[CH:12]1[C:21]2[C:16](=[CH:17][CH:18]=[CH:19][CH:20]=2)[CH:15]=[CH:14][C:13]=1[C:22]([NH:24][NH2:25])=[O:23]. No catalyst specified. The product is [CH2:2]([N:1]1[C:11]2[C:6](=[CH:7][CH:8]=[CH:9][CH:10]=2)/[C:4](=[N:25]/[NH:24][C:22]([C:13]2[CH:14]=[CH:15][C:16]3[C:21](=[CH:20][CH:19]=[CH:18][CH:17]=3)[CH:12]=2)=[O:23])/[C:2]1=[O:3])[CH2:4][CH2:6][CH2:7][CH2:8][CH3:9]. The yield is 0.860. (3) The reactants are [NH2:1][C:2]1[N:6]([CH3:7])[C:5]([C:8]#[N:9])=[CH:4][CH:3]=1.[CH2:10]([N:12]1[C:21]2[C:16](=[CH:17][C:18]([NH:22][C:23]([CH2:25][CH:26]([CH3:31])[CH2:27][C:28](O)=[O:29])=[O:24])=[CH:19][CH:20]=2)[C:15](=[O:32])[N:14]([CH2:33][CH3:34])[C:13]1=[O:35])[CH3:11].CCN(C(C)C)C(C)C.C(P1(=O)OP(CCC)(=O)OP(CCC)(=O)O1)CC. The catalyst is C(OCC)(=O)C. The product is [C:8]([C:5]1[N:6]([CH3:7])[C:2]([NH:1][C:28](=[O:29])[CH2:27][CH:26]([CH3:31])[CH2:25][C:23]([NH:22][C:18]2[CH:17]=[C:16]3[C:21](=[CH:20][CH:19]=2)[N:12]([CH2:10][CH3:11])[C:13](=[O:35])[N:14]([CH2:33][CH3:34])[C:15]3=[O:32])=[O:24])=[CH:3][CH:4]=1)#[N:9]. The yield is 0.500. (4) The reactants are [NH2:1][C:2]1[CH:10]=[C:9]([O:11][CH3:12])[CH:8]=[C:7]([O:13][CH3:14])[C:3]=1[C:4]([NH2:6])=[O:5].[OH:15][CH2:16][CH2:17][N:18]([CH2:27][CH2:28][OH:29])[C:19]1[CH:26]=[CH:25][C:22]([CH:23]=O)=[CH:21][CH:20]=1.COC1C=C(OC)C=C2C=1C(=O)NC(C1C=CC=CN=1)=N2. No catalyst specified. The product is [OH:15][CH2:16][CH2:17][N:18]([CH2:27][CH2:28][OH:29])[C:19]1[CH:26]=[CH:25][C:22]([C:23]2[NH:6][C:4](=[O:5])[C:3]3[C:2](=[CH:10][C:9]([O:11][CH3:12])=[CH:8][C:7]=3[O:13][CH3:14])[N:1]=2)=[CH:21][CH:20]=1. The yield is 0.410. (5) The reactants are Br.[NH2:2][C:3]1[C:8]([CH2:9]Br)=[CH:7][C:6]([Br:11])=[CH:5][N:4]=1.[CH3:12][NH2:13]. The catalyst is C1COCC1. The product is [NH2:2][C:3]1[C:8]([CH2:9][NH:13][CH3:12])=[CH:7][C:6]([Br:11])=[CH:5][N:4]=1. The yield is 0.800. (6) The reactants are [CH3:1][NH:2]/[N:3]=[CH:4]/[C:5]1[C:10](F)=[CH:9][C:8]([F:12])=[CH:7][C:6]=1[F:13]. The catalyst is C(Cl)Cl. The product is [F:13][C:6]1[CH:7]=[C:8]([F:12])[CH:9]=[C:10]2[C:5]=1[CH:4]=[N:3][N:2]2[CH3:1]. The yield is 0.560.